From a dataset of Retrosynthesis with 50K atom-mapped reactions and 10 reaction types from USPTO. Predict the reactants needed to synthesize the given product. (1) Given the product O=C(O)c1cc(C2CC2)c(OCC23CC4CC(C2)C(F)(F)C(C4)C3)cc1F, predict the reactants needed to synthesize it. The reactants are: CC(C)(C)OC(=O)c1cc(C2CC2)c(OCC23CC4CC(C2)C(F)(F)C(C4)C3)cc1F. (2) Given the product C[N+](C)(C)CCOP(=O)(O)O, predict the reactants needed to synthesize it. The reactants are: CCCCCCCCCCCCCCCCN=C=O.CNCCO. (3) Given the product O=Cc1cc([N+](=O)[O-])cc2c(O)nc(Nc3ccc(Cl)c(Cl)c3)nc12, predict the reactants needed to synthesize it. The reactants are: O=[N+]([O-])c1cc(C2OCCO2)c2nc(Nc3ccc(Cl)c(Cl)c3)nc(O)c2c1. (4) Given the product CN1CCn2c(c(O)c3c(=O)n(Cc4ccc(F)cc4)nc(N)c32)C1=O, predict the reactants needed to synthesize it. The reactants are: CN1CCn2c(c(OCc3ccccc3)c3c(=O)n(Cc4ccc(F)cc4)nc(N)c32)C1=O. (5) Given the product COc1c(Br)cc(CC2NCCc3cc(O)c(NS(=O)(=O)c4ccc(C)cc4)cc32)cc1Br, predict the reactants needed to synthesize it. The reactants are: COc1c(Br)cc(CC2NCCc3cc(OCc4ccccc4)c(NS(=O)(=O)c4ccc(C)cc4)cc32)cc1Br.